From a dataset of Full USPTO retrosynthesis dataset with 1.9M reactions from patents (1976-2016). Predict the reactants needed to synthesize the given product. Given the product [C:28]([C:27]1[C:16]([NH:15][C:12]([C:3]2[C:2](=[O:1])[C:11]3[C:6](=[CH:7][CH:8]=[CH:9][CH:10]=3)[NH:5][CH:4]=2)=[O:14])=[CH:17][C:18]2[O:22][C:21](=[O:23])[C:20]([CH3:25])([CH3:24])[C:19]=2[CH:26]=1)([CH3:31])([CH3:29])[CH3:30], predict the reactants needed to synthesize it. The reactants are: [O:1]=[C:2]1[C:11]2[C:6](=[CH:7][CH:8]=[CH:9][CH:10]=2)[NH:5][CH:4]=[C:3]1[C:12]([OH:14])=O.[NH2:15][C:16]1[C:27]([C:28]([CH3:31])([CH3:30])[CH3:29])=[CH:26][C:19]2[C:20]([CH3:25])([CH3:24])[C:21](=[O:23])[O:22][C:18]=2[CH:17]=1.CC1OCCC1.C(P1(=O)OP(CCC)(=O)OP(CCC)(=O)O1)CC.N1C=CC=CC=1.C(=O)(OC)OC1C=C([N+]([O-])=O)C(C(C)(C)C)=CC=1Br.